Task: Predict the reactants needed to synthesize the given product.. Dataset: Full USPTO retrosynthesis dataset with 1.9M reactions from patents (1976-2016) Given the product [C:1]([O:5][C:6](=[O:13])[NH:7][CH2:8][CH2:9][N:10]1[CH:15]=[C:14]([C:16]2[CH:22]=[CH:21][CH:20]=[C:18]([NH2:19])[CH:17]=2)[N:12]=[N:11]1)([CH3:4])([CH3:2])[CH3:3], predict the reactants needed to synthesize it. The reactants are: [C:1]([O:5][C:6](=[O:13])[NH:7][CH2:8][CH2:9][N:10]=[N+:11]=[N-:12])([CH3:4])([CH3:3])[CH3:2].[C:14]([C:16]1[CH:17]=[C:18]([CH:20]=[CH:21][CH:22]=1)[NH2:19])#[CH:15].